From a dataset of Cav3 T-type calcium channel HTS with 100,875 compounds. Binary Classification. Given a drug SMILES string, predict its activity (active/inactive) in a high-throughput screening assay against a specified biological target. (1) The drug is Clc1cc(S(=O)(=O)NCCOC)ccc1OCC(OC)=O. The result is 0 (inactive). (2) The molecule is FC(F)(F)C(=O)Nc1cc(OC)cc(OC)c1. The result is 0 (inactive). (3) The drug is s1c(nnc1NC(=O)c1ccc([N+]([O-])=O)cc1)C(CC)(C)C. The result is 0 (inactive). (4) The compound is O=c1n(c(=O)c2c3c4c(CCc4cc2)ccc13)c1cc2c(cc1)cccc2. The result is 0 (inactive).